This data is from Reaction yield outcomes from USPTO patents with 853,638 reactions. The task is: Predict the reaction yield, written as a fraction of the theoretical maximum amount of product (1.0 means a 100% yield; for example, 0.34 means a 34% yield). (1) The yield is 0.570. The product is [O:21]1[C:25]2[CH:26]=[CH:27][CH:28]=[CH:29][C:24]=2[C:23]([C:2]2[C:11]([N:12]([CH:14]([CH3:16])[CH3:15])[CH3:13])=[N:10][C:9]3[C:4](=[CH:5][CH:6]=[C:7]([C:17]([O:19][CH3:20])=[O:18])[CH:8]=3)[N:3]=2)=[CH:22]1. The catalyst is O1CCOCC1.O.C1C=CC([P]([Pd]([P](C2C=CC=CC=2)(C2C=CC=CC=2)C2C=CC=CC=2)([P](C2C=CC=CC=2)(C2C=CC=CC=2)C2C=CC=CC=2)[P](C2C=CC=CC=2)(C2C=CC=CC=2)C2C=CC=CC=2)(C2C=CC=CC=2)C2C=CC=CC=2)=CC=1. The reactants are Cl[C:2]1[C:11]([N:12]([CH:14]([CH3:16])[CH3:15])[CH3:13])=[N:10][C:9]2[C:4](=[CH:5][CH:6]=[C:7]([C:17]([O:19][CH3:20])=[O:18])[CH:8]=2)[N:3]=1.[O:21]1[C:25]2[CH:26]=[CH:27][CH:28]=[CH:29][C:24]=2[C:23](B2OC(C)(C)C(C)(C)O2)=[CH:22]1.[O-]P([O-])([O-])=O.[K+].[K+].[K+]. (2) The reactants are [F:1][C:2]([F:21])([F:20])[O:3][C:4]1[CH:9]=[CH:8][C:7]([C:10]2[CH:18]=[CH:17][CH:16]=[C:15]3[C:11]=2[CH2:12][C:13](=[O:19])[NH:14]3)=[CH:6][CH:5]=1.[N:22]1([CH2:27][CH2:28][NH:29][C:30]([C:32]2[CH:36]=[C:35]([CH3:37])[NH:34][C:33]=2[CH:38]=O)=[O:31])[CH:26]=[CH:25][N:24]=[N:23]1. The catalyst is C(O)C.N1CCCCC1. The product is [N:22]1([CH2:27][CH2:28][NH:29][C:30]([C:32]2[CH:36]=[C:35]([CH3:37])[NH:34][C:33]=2[CH:38]=[C:12]2[C:11]3[C:15](=[CH:16][CH:17]=[CH:18][C:10]=3[C:7]3[CH:6]=[CH:5][C:4]([O:3][C:2]([F:1])([F:20])[F:21])=[CH:9][CH:8]=3)[NH:14][C:13]2=[O:19])=[O:31])[CH:26]=[CH:25][N:24]=[N:23]1. The yield is 0.740. (3) The reactants are [CH3:1][C:2]1([C:8]([OH:10])=O)[CH2:7][CH2:6][CH2:5][CH2:4][CH2:3]1.[CH3:11][NH:12][CH2:13][C:14]1[S:15][CH:16]=[CH:17][CH:18]=1.C(N(CC)CC)C.CCN=C=NCCCN(C)C. The catalyst is C(Cl)Cl.CN(C1C=CN=CC=1)C. The product is [CH3:11][N:12]([CH2:13][C:14]1[S:15][CH:16]=[CH:17][CH:18]=1)[C:8]([C:2]1([CH3:1])[CH2:3][CH2:4][CH2:5][CH2:6][CH2:7]1)=[O:10]. The yield is 0.830. (4) The reactants are N[C:2]1[CH:3]=[C:4]([NH:17][C:18](=[O:20])[CH3:19])[CH:5]=[CH:6][C:7]=1[C:8]([CH3:16])([CH3:15])[CH2:9][O:10][CH2:11][CH2:12][O:13][CH3:14].N([O-])=[O:22].[Na+]. The catalyst is OS(O)(=O)=O. The product is [OH:22][C:2]1[CH:3]=[C:4]([NH:17][C:18](=[O:20])[CH3:19])[CH:5]=[CH:6][C:7]=1[C:8]([CH3:16])([CH3:15])[CH2:9][O:10][CH2:11][CH2:12][O:13][CH3:14]. The yield is 0.380. (5) The reactants are [CH3:1][N:2]1[CH2:7][CH2:6][N:5]([C:8]2[CH:13]=[C:12]([CH2:14][C:15]([O:17]C)=O)[CH:11]=[CH:10][N:9]=2)[CH2:4][CH2:3]1.[NH3:19]. No catalyst specified. The product is [CH3:1][N:2]1[CH2:7][CH2:6][N:5]([C:8]2[CH:13]=[C:12]([CH2:14][C:15]([NH2:19])=[O:17])[CH:11]=[CH:10][N:9]=2)[CH2:4][CH2:3]1. The yield is 0.310. (6) The reactants are C([N:8]1[CH2:13][CH2:12][O:11][CH2:10][CH:9]1[CH2:14][CH:15]([CH2:18][OH:19])[CH2:16][OH:17])C1C=CC=CC=1. The catalyst is [Pd]. The product is [NH:8]1[CH2:13][CH2:12][O:11][CH2:10][CH:9]1[CH2:14][CH:15]([CH2:18][OH:19])[CH2:16][OH:17]. The yield is 0.830. (7) The reactants are [C:1]([N:8]1[CH:12]=[CH:11][N:10]=[CH:9]1)(N1C=CN=C1)=[O:2].C([CH:16]1[C:29](=[O:30])[C:28]2[C:19](=[C:20]3[C:25](=[CH:26][CH:27]=2)[CH:24]=[CH:23][CH:22]=[N:21]3)[N:18]=[CH:17]1)(O)=O. The catalyst is CN(C=O)C. The product is [N:8]1([C:1]([CH:16]2[C:29](=[O:30])[C:28]3[C:19](=[C:20]4[C:25](=[CH:26][CH:27]=3)[CH:24]=[CH:23][CH:22]=[N:21]4)[N:18]=[CH:17]2)=[O:2])[CH:12]=[CH:11][N:10]=[CH:9]1. The yield is 0.920. (8) The reactants are [Cl:1][C:2]1[CH:22]=[C:21]([Cl:23])[CH:20]=[CH:19][C:3]=1[CH2:4][NH:5][C:6]([C:8]1[C:9]([O:16][CH2:17][CH3:18])=[N:10][N:11]([CH2:13][CH2:14][OH:15])[CH:12]=1)=[O:7].O[C:25]1[CH:30]=[CH:29][CH:28]=[CH:27][C:26]=1[CH2:31][C:32]([O:34]C)=[O:33].C(P(CCCC)CCCC)CCC.N(C(N1CCCCC1)=O)=NC(N1CCCCC1)=O. The catalyst is O1CCCC1. The product is [Cl:1][C:2]1[CH:22]=[C:21]([Cl:23])[CH:20]=[CH:19][C:3]=1[CH2:4][NH:5][C:6]([C:8]1[C:9]([O:16][CH2:17][CH3:18])=[N:10][N:11]([CH2:13][CH2:14][O:15][C:25]2[CH:30]=[CH:29][CH:28]=[CH:27][C:26]=2[CH2:31][C:32]([OH:34])=[O:33])[CH:12]=1)=[O:7]. The yield is 0.130.